This data is from Forward reaction prediction with 1.9M reactions from USPTO patents (1976-2016). The task is: Predict the product of the given reaction. (1) Given the reactants Cl.[NH2:2][C@@H:3]1[CH2:8][CH2:7][C@H:6]([NH:9][C:10](=[O:27])[C:11]2[CH:16]=[C:15]([F:17])[CH:14]=[N:13][C:12]=2[O:18][C:19]2[CH:24]=[CH:23][CH:22]=[C:21]([S:25][CH3:26])[CH:20]=2)[CH2:5][CH2:4]1.C(N(CC)CC)C.[CH3:35][CH:36]([CH3:41])[CH2:37][C:38](O)=[O:39].Cl.CN(C)CCCN=C=NCC.ON1C2C=CC=CC=2N=N1, predict the reaction product. The product is: [F:17][C:15]1[CH:14]=[N:13][C:12]([O:18][C:19]2[CH:24]=[CH:23][CH:22]=[C:21]([S:25][CH3:26])[CH:20]=2)=[C:11]([CH:16]=1)[C:10]([NH:9][C@H:6]1[CH2:7][CH2:8][C@@H:3]([NH:2][C:38](=[O:39])[CH2:37][CH:36]([CH3:41])[CH3:35])[CH2:4][CH2:5]1)=[O:27]. (2) Given the reactants Br[C:2]1[CH:3]=[CH:4][C:5]([F:22])=[C:6]([C@@:8]2([CH3:21])[N:17]=[C:16]([NH2:18])[C:11]3([CH2:15][CH:14]=[CH:13][CH2:12]3)[S:10](=[O:20])(=[O:19])[CH2:9]2)[CH:7]=1.N, predict the reaction product. The product is: [F:22][C:5]1[CH:4]=[CH:3][CH:2]=[CH:7][C:6]=1[C@@:8]1([CH3:21])[N:17]=[C:16]([NH2:18])[C:11]2([CH2:12][CH2:13][CH2:14][CH2:15]2)[S:10](=[O:20])(=[O:19])[CH2:9]1. (3) The product is: [N:27]1([CH2:26][CH2:25][O:24][C:21]2[CH:20]=[CH:19][C:18]([C:13]([CH2:14][CH2:15][CH2:16][CH3:17])=[C:12]([C:9]3[CH:8]=[CH:7][C:6]([OH:5])=[CH:11][CH:10]=3)[C:33]3[CH:38]=[CH:37][C:36]([OH:39])=[CH:35][CH:34]=3)=[CH:23][CH:22]=2)[CH2:32][CH2:31][CH2:30][CH2:29][CH2:28]1. Given the reactants CC(C)(C)C([O:5][C:6]1[CH:11]=[CH:10][C:9]([C:12]([C:33]2[CH:38]=[CH:37][C:36]([O:39]C(=O)C(C)(C)C)=[CH:35][CH:34]=2)=[C:13]([C:18]2[CH:23]=[CH:22][C:21]([O:24][CH2:25][CH2:26][N:27]3[CH2:32][CH2:31][CH2:30][CH2:29][CH2:28]3)=[CH:20][CH:19]=2)[CH2:14][CH2:15][CH2:16][CH3:17])=[CH:8][CH:7]=1)=O.[OH-].[Na+].C(O)(=O)CC(CC(O)=O)(C(O)=O)O, predict the reaction product. (4) The product is: [OH:31][CH:30]([C:6]1[N:2]([CH3:1])[CH:3]=[N:4][CH:5]=1)[C:29]1[CH:32]=[CH:33][C:26]([C:24]#[N:25])=[CH:27][CH:28]=1. Given the reactants [CH3:1][N:2]1[CH:6]=[CH:5][N:4]=[C:3]1[Si](CC)(CC)CC.C([Li])(C)(C)C.CCCCC.[C:24]([C:26]1[CH:33]=[CH:32][C:29]([CH:30]=[O:31])=[CH:28][CH:27]=1)#[N:25], predict the reaction product.